From a dataset of Forward reaction prediction with 1.9M reactions from USPTO patents (1976-2016). Predict the product of the given reaction. (1) Given the reactants [NH2:1][CH2:2][C@H:3]([NH:7][C:8]([O:10][CH2:11][C:12]1[CH:17]=[CH:16][CH:15]=[CH:14][CH:13]=1)=[O:9])[C:4]([OH:6])=[O:5].N#N.[CH3:20][C:21](=[CH2:23])[CH3:22].OS(O)(=O)=O.C([O-])(O)=O.[Na+], predict the reaction product. The product is: [NH2:1][CH2:2][C@H:3]([NH:7][C:8]([O:10][CH2:11][C:12]1[CH:17]=[CH:16][CH:15]=[CH:14][CH:13]=1)=[O:9])[C:4]([O:6][C:21]([CH3:23])([CH3:22])[CH3:20])=[O:5]. (2) Given the reactants CC1C(=O)OC(=O)C=1CC=C.[CH3:12][C:13]1[C:14](=[O:34])[N:15]([C:22]2[CH:29]=[CH:28][C:25]([C:26]#[N:27])=[C:24]([C:30]([F:33])([F:32])[F:31])[CH:23]=2)[C:16](=[O:21])[C:17]=1[CH2:18][CH:19]=C, predict the reaction product. The product is: [CH:18]([C:17]1[C:16](=[O:21])[N:15]([C:22]2[CH:29]=[CH:28][C:25]([C:26]#[N:27])=[C:24]([C:30]([F:31])([F:33])[F:32])[CH:23]=2)[C:14](=[O:34])[C:13]=1[CH3:12])=[CH2:19]. (3) Given the reactants [Cl:1][C:2]1[N:7]=[C:6]([C:8]2[S:12][C:11]([C:13]([NH:16][C:17]([O:19][C:20]([CH3:23])([CH3:22])[CH3:21])=[O:18])([CH3:15])[CH3:14])=[N:10][C:9]=2[C:24]2[C:25]([F:37])=[C:26]([NH:30]C(=O)OCC=C)[CH:27]=[CH:28][CH:29]=2)[CH:5]=[CH:4][N:3]=1.C([SnH](CCCC)CCCC)CCC.O, predict the reaction product. The product is: [NH2:30][C:26]1[C:25]([F:37])=[C:24]([C:9]2[N:10]=[C:11]([C:13]([NH:16][C:17](=[O:18])[O:19][C:20]([CH3:23])([CH3:22])[CH3:21])([CH3:15])[CH3:14])[S:12][C:8]=2[C:6]2[CH:5]=[CH:4][N:3]=[C:2]([Cl:1])[N:7]=2)[CH:29]=[CH:28][CH:27]=1. (4) Given the reactants [CH2:1]([O:3][C:4](=[O:26])[CH:5]([N:9]([CH:23]1[CH2:25][CH2:24]1)[C:10](=O)[C:11]1[CH:16]=[CH:15][C:14]([O:17][C:18]([F:21])([F:20])[F:19])=[CH:13][CH:12]=1)[C:6](=O)[CH3:7])[CH3:2].FC(F)(F)C([O-])=O.[NH4+:34], predict the reaction product. The product is: [CH2:1]([O:3][C:4]([C:5]1[N:9]([CH:23]2[CH2:25][CH2:24]2)[C:10]([C:11]2[CH:16]=[CH:15][C:14]([O:17][C:18]([F:21])([F:20])[F:19])=[CH:13][CH:12]=2)=[N:34][C:6]=1[CH3:7])=[O:26])[CH3:2]. (5) Given the reactants [C:1]1([C:27]2[CH:32]=[CH:31][CH:30]=[CH:29][CH:28]=2)[CH:6]=[CH:5][C:4]([C:7]([N:9]2[CH2:14][CH2:13][N:12]([C:15]3[C:16]4[CH:24]=[C:23]([CH2:25][CH3:26])[S:22][C:17]=4[N:18]=[C:19](Cl)[N:20]=3)[CH2:11][CH2:10]2)=[O:8])=[CH:3][CH:2]=1.[SH:33][CH2:34][CH:35]([OH:38])[CH2:36][OH:37], predict the reaction product. The product is: [C:1]1([C:27]2[CH:32]=[CH:31][CH:30]=[CH:29][CH:28]=2)[CH:6]=[CH:5][C:4]([C:7]([N:9]2[CH2:14][CH2:13][N:12]([C:15]3[C:16]4[CH:24]=[C:23]([CH2:25][CH3:26])[S:22][C:17]=4[N:18]=[C:19]([S:33][CH2:34][CH:35]([OH:38])[CH2:36][OH:37])[N:20]=3)[CH2:11][CH2:10]2)=[O:8])=[CH:3][CH:2]=1.